The task is: Predict the reactants needed to synthesize the given product.. This data is from Full USPTO retrosynthesis dataset with 1.9M reactions from patents (1976-2016). Given the product [OH:12][C:13]1[C:14]([CH:36]2[CH2:40][CH2:39][CH2:38][N:37]2[C:41](=[O:43])[CH3:42])=[CH:15][C:16]2[N:20]([CH2:21][O:22][CH2:23][CH2:24][Si:25]([CH3:28])([CH3:27])[CH3:26])[C:19]([C:29]3[CH:34]=[CH:33][CH:32]=[CH:31][N:30]=3)=[N:18][C:17]=2[CH:35]=1, predict the reactants needed to synthesize it. The reactants are: C([O-])=O.[NH4+].C([O:12][C:13]1[C:14]([CH:36]2[CH2:40][CH2:39][CH2:38][N:37]2[C:41](=[O:43])[CH3:42])=[CH:15][C:16]2[N:20]([CH2:21][O:22][CH2:23][CH2:24][Si:25]([CH3:28])([CH3:27])[CH3:26])[C:19]([C:29]3[CH:34]=[CH:33][CH:32]=[CH:31][N:30]=3)=[N:18][C:17]=2[CH:35]=1)C1C=CC=CC=1.